Predict the reaction yield, written as a fraction of the theoretical maximum amount of product (1.0 means a 100% yield; for example, 0.34 means a 34% yield). From a dataset of Buchwald-Hartwig C-N cross coupling reaction yields with 55,370 reactions. (1) The yield is 0.601. The reactants are Ic1ccccn1.Cc1ccc(N)cc1.O=S(=O)(O[Pd]1c2ccccc2-c2ccccc2N~1)C(F)(F)F.CC(C)c1cc(C(C)C)c(-c2ccccc2P(C(C)(C)C)C(C)(C)C)c(C(C)C)c1.CN(C)C(=NC(C)(C)C)N(C)C.c1ccc(CN(Cc2ccccc2)c2ccno2)cc1. No catalyst specified. The product is Cc1ccc(Nc2ccccn2)cc1. (2) The reactants are COc1ccc(Cl)cc1.Cc1ccc(N)cc1.O=S(=O)(O[Pd]1c2ccccc2-c2ccccc2N~1)C(F)(F)F.COc1ccc(OC)c(P(C(C)(C)C)C(C)(C)C)c1-c1c(C(C)C)cc(C(C)C)cc1C(C)C.CN1CCCN2CCCN=C12.Cc1cc(-c2ccccc2)on1. No catalyst specified. The product is COc1ccc(Nc2ccc(C)cc2)cc1. The yield is 0. (3) The reactants are CCc1ccc(Br)cc1.Cc1ccc(N)cc1.O=S(=O)(O[Pd]1c2ccccc2-c2ccccc2N~1)C(F)(F)F.CC(C)c1cc(C(C)C)c(-c2ccccc2P(C(C)(C)C)C(C)(C)C)c(C(C)C)c1.CN1CCCN2CCCN=C12.c1ccc(-c2ccno2)cc1. No catalyst specified. The product is CCc1ccc(Nc2ccc(C)cc2)cc1. The yield is 0.816. (4) The product is COc1ccc(Nc2ccc(C)cc2)cc1. The reactants are COc1ccc(Cl)cc1.Cc1ccc(N)cc1.O=S(=O)(O[Pd]1c2ccccc2-c2ccccc2N~1)C(F)(F)F.COc1ccc(OC)c(P(C(C)(C)C)C(C)(C)C)c1-c1c(C(C)C)cc(C(C)C)cc1C(C)C.CN(C)C(=NC(C)(C)C)N(C)C.CCOC(=O)c1cnoc1C. No catalyst specified. The yield is 0. (5) The reactants are COc1ccc(Br)cc1.Cc1ccc(N)cc1.O=S(=O)(O[Pd]1c2ccccc2-c2ccccc2N~1)C(F)(F)F.CC(C)c1cc(C(C)C)c(-c2ccccc2P(C2CCCCC2)C2CCCCC2)c(C(C)C)c1.CN1CCCN2CCCN=C12.c1ccc(CN(Cc2ccccc2)c2ccon2)cc1. No catalyst specified. The product is COc1ccc(Nc2ccc(C)cc2)cc1. The yield is 0.458. (6) The reactants are FC(F)(F)c1ccc(I)cc1.Cc1ccc(N)cc1.O=S(=O)(O[Pd]1c2ccccc2-c2ccccc2N~1)C(F)(F)F.COc1ccc(OC)c(P(C(C)(C)C)C(C)(C)C)c1-c1c(C(C)C)cc(C(C)C)cc1C(C)C.CN1CCCN2CCCN=C12.Cc1cc(-c2ccccc2)on1. No catalyst specified. The product is Cc1ccc(Nc2ccc(C(F)(F)F)cc2)cc1. The yield is 0.417. (7) The reactants are CCc1ccc(Br)cc1.Cc1ccc(N)cc1.O=S(=O)(O[Pd]1c2ccccc2-c2ccccc2N~1)C(F)(F)F.CC(C)c1cc(C(C)C)c(-c2ccccc2P(C2CCCCC2)C2CCCCC2)c(C(C)C)c1.CN(C)C(=NC(C)(C)C)N(C)C.CCOC(=O)c1cnoc1C. No catalyst specified. The product is CCc1ccc(Nc2ccc(C)cc2)cc1. The yield is 0.0334. (8) The reactants are CCc1ccc(Cl)cc1.Cc1ccc(N)cc1.O=S(=O)(O[Pd]1c2ccccc2-c2ccccc2N~1)C(F)(F)F.CC(C)c1cc(C(C)C)c(-c2ccccc2P(C2CCCCC2)C2CCCCC2)c(C(C)C)c1.CCN=P(N=P(N(C)C)(N(C)C)N(C)C)(N(C)C)N(C)C.CCOC(=O)c1cnoc1C. No catalyst specified. The product is CCc1ccc(Nc2ccc(C)cc2)cc1. The yield is 0.149. (9) The reactants are COc1ccc(Br)cc1.Cc1ccc(N)cc1.O=S(=O)(O[Pd]1c2ccccc2-c2ccccc2N~1)C(F)(F)F.COc1ccc(OC)c(P([C@]23C[C@H]4C[C@H](C[C@H](C4)C2)C3)[C@]23C[C@H]4C[C@H](C[C@H](C4)C2)C3)c1-c1c(C(C)C)cc(C(C)C)cc1C(C)C.CN(C)C(=NC(C)(C)C)N(C)C.Cc1ccno1. No catalyst specified. The product is COc1ccc(Nc2ccc(C)cc2)cc1. The yield is 0.204.